Regression. Given two drug SMILES strings and cell line genomic features, predict the synergy score measuring deviation from expected non-interaction effect. From a dataset of NCI-60 drug combinations with 297,098 pairs across 59 cell lines. (1) Drug 1: CC1C(C(CC(O1)OC2CC(CC3=C2C(=C4C(=C3O)C(=O)C5=C(C4=O)C(=CC=C5)OC)O)(C(=O)C)O)N)O.Cl. Drug 2: CCC1(CC2CC(C3=C(CCN(C2)C1)C4=CC=CC=C4N3)(C5=C(C=C6C(=C5)C78CCN9C7C(C=CC9)(C(C(C8N6C=O)(C(=O)OC)O)OC(=O)C)CC)OC)C(=O)OC)O.OS(=O)(=O)O. Cell line: DU-145. Synergy scores: CSS=10.0, Synergy_ZIP=0.000748, Synergy_Bliss=8.87, Synergy_Loewe=7.18, Synergy_HSA=7.79. (2) Drug 1: CNC(=O)C1=CC=CC=C1SC2=CC3=C(C=C2)C(=NN3)C=CC4=CC=CC=N4. Drug 2: CS(=O)(=O)C1=CC(=C(C=C1)C(=O)NC2=CC(=C(C=C2)Cl)C3=CC=CC=N3)Cl. Cell line: SF-295. Synergy scores: CSS=9.37, Synergy_ZIP=-3.36, Synergy_Bliss=-0.315, Synergy_Loewe=-1.61, Synergy_HSA=0.683. (3) Drug 1: CC(CN1CC(=O)NC(=O)C1)N2CC(=O)NC(=O)C2. Drug 2: C1=CC=C(C=C1)NC(=O)CCCCCCC(=O)NO. Cell line: NCI-H460. Synergy scores: CSS=45.5, Synergy_ZIP=1.76, Synergy_Bliss=5.46, Synergy_Loewe=7.72, Synergy_HSA=8.15. (4) Drug 1: CC(C1=C(C=CC(=C1Cl)F)Cl)OC2=C(N=CC(=C2)C3=CN(N=C3)C4CCNCC4)N. Drug 2: C1CC(C1)(C(=O)O)C(=O)O.[NH2-].[NH2-].[Pt+2]. Cell line: MDA-MB-231. Synergy scores: CSS=24.7, Synergy_ZIP=-1.68, Synergy_Bliss=2.83, Synergy_Loewe=4.30, Synergy_HSA=4.37. (5) Drug 1: CC1C(C(CC(O1)OC2CC(CC3=C2C(=C4C(=C3O)C(=O)C5=C(C4=O)C(=CC=C5)OC)O)(C(=O)CO)O)N)O.Cl. Drug 2: CC12CCC3C(C1CCC2OP(=O)(O)O)CCC4=C3C=CC(=C4)OC(=O)N(CCCl)CCCl.[Na+]. Cell line: UO-31. Synergy scores: CSS=24.5, Synergy_ZIP=-7.78, Synergy_Bliss=-8.11, Synergy_Loewe=-4.92, Synergy_HSA=-7.41. (6) Drug 1: CC1=C2C(C(=O)C3(C(CC4C(C3C(C(C2(C)C)(CC1OC(=O)C(C(C5=CC=CC=C5)NC(=O)C6=CC=CC=C6)O)O)OC(=O)C7=CC=CC=C7)(CO4)OC(=O)C)O)C)OC(=O)C. Drug 2: C1C(C(OC1N2C=NC(=NC2=O)N)CO)O. Cell line: SK-MEL-5. Synergy scores: CSS=14.8, Synergy_ZIP=-5.90, Synergy_Bliss=-2.07, Synergy_Loewe=-21.1, Synergy_HSA=-3.82.